This data is from Forward reaction prediction with 1.9M reactions from USPTO patents (1976-2016). The task is: Predict the product of the given reaction. (1) Given the reactants C[O:2][C:3]1[CH:4]=[C:5]2[C:10](=[CH:11][CH:12]=1)[CH2:9][O:8][CH2:7][C:6]2([CH3:14])[CH3:13].BrB(Br)Br.O, predict the reaction product. The product is: [CH3:13][C:6]1([CH3:14])[C:5]2[C:10](=[CH:11][CH:12]=[C:3]([OH:2])[CH:4]=2)[CH2:9][O:8][CH2:7]1. (2) Given the reactants [CH3:1][O:2][C:3]1[CH:4]=[C:5]2[C:10](=[CH:11][C:12]=1[O:13][CH3:14])[N:9]=[CH:8][CH:7]=[C:6]2[O:15][C:16]1[CH:22]=[CH:21][C:19]([NH2:20])=[CH:18][CH:17]=1.ClC(Cl)(O[C:27](=[O:33])OC(Cl)(Cl)Cl)Cl.[NH2:35][N:36]1[CH2:41][CH2:40][CH2:39][CH2:38][CH2:37]1.C(=O)(O)[O-].[Na+], predict the reaction product. The product is: [CH3:1][O:2][C:3]1[CH:4]=[C:5]2[C:10](=[CH:11][C:12]=1[O:13][CH3:14])[N:9]=[CH:8][CH:7]=[C:6]2[O:15][C:16]1[CH:22]=[CH:21][C:19]([NH:20][C:27]([NH:35][N:36]2[CH2:41][CH2:40][CH2:39][CH2:38][CH2:37]2)=[O:33])=[CH:18][CH:17]=1. (3) Given the reactants [N:1]1[CH:6]=[CH:5][CH:4]=[C:3]([C:7]2[NH:8][C:9]3[C:14]([CH:15]=2)=[CH:13][C:12]([C:16]#[N:17])=[CH:11][CH:10]=3)[CH:2]=1.[H-].[Na+].[CH3:20][C:21]1[CH:22]=[C:23]([CH:27]=[C:28]([CH3:30])[CH:29]=1)[C:24](Cl)=[O:25], predict the reaction product. The product is: [CH3:20][C:21]1[CH:22]=[C:23]([CH:27]=[C:28]([CH3:30])[CH:29]=1)[C:24]([N:8]1[C:9]2[C:14](=[CH:13][C:12]([C:16]#[N:17])=[CH:11][CH:10]=2)[CH:15]=[C:7]1[C:3]1[CH:2]=[N:1][CH:6]=[CH:5][CH:4]=1)=[O:25]. (4) Given the reactants [CH3:1][C:2]1([CH3:27])[CH2:7][C:6](OS(C(F)(F)C(F)(F)C(F)(F)C(F)(F)F)(=O)=O)=[CH:5][C:4]([CH3:26])([CH3:25])[S:3]1.CC1(C)C(C)(C)OB([C:36]2[CH:41]=[CH:40][C:39]([NH2:42])=[CH:38][CH:37]=2)O1, predict the reaction product. The product is: [CH3:27][C:2]1([CH3:1])[CH2:7][C:6]([C:36]2[CH:41]=[CH:40][C:39]([NH2:42])=[CH:38][CH:37]=2)=[CH:5][C:4]([CH3:25])([CH3:26])[S:3]1. (5) Given the reactants [OH:1][C:2]1[C:3]([N+:24]([O-:26])=[O:25])=[C:4]([C:16]([C:18]2[CH:23]=[CH:22][CH:21]=[CH:20][CH:19]=2)=[O:17])[C:5]([C:10]2[N:14]=[C:13]([CH3:15])[O:12][N:11]=2)=[CH:6][C:7]=1[O:8]C.C(OCC)(=O)C.[Cl-].[Al+3].[Cl-].[Cl-].Cl, predict the reaction product. The product is: [OH:1][C:2]1[C:3]([N+:24]([O-:26])=[O:25])=[C:4]([C:16]([C:18]2[CH:23]=[CH:22][CH:21]=[CH:20][CH:19]=2)=[O:17])[C:5]([C:10]2[N:14]=[C:13]([CH3:15])[O:12][N:11]=2)=[CH:6][C:7]=1[OH:8]. (6) Given the reactants C1COCC1.[Cl:6][C:7]1[C:11]([Cl:12])=[C:10]([CH3:13])[NH:9][C:8]=1[C:14]([NH:16][C@H:17]1[CH2:22][CH2:21][N:20](C(OC(C)(C)C)=O)[CH2:19][C@H:18]1[C:30]([O:32]C)=[O:31])=[O:15].[OH-].[Li+].Cl, predict the reaction product. The product is: [ClH:6].[Cl:6][C:7]1[C:11]([Cl:12])=[C:10]([CH3:13])[NH:9][C:8]=1[C:14]([NH:16][C@H:17]1[CH2:22][CH2:21][NH:20][CH2:19][C@H:18]1[C:30]([OH:32])=[O:31])=[O:15]. (7) The product is: [CH2:1]([O:8][C:9](=[O:10])[NH:11][C:12]([C:14](=[O:15])[N:19]([CH3:20])[CH3:18])([CH3:17])[CH3:13])[C:2]1[CH:7]=[CH:6][CH:5]=[CH:4][CH:3]=1. Given the reactants [CH2:1]([O:8][C:9]([NH:11][C:12]([CH3:17])([C:14](O)=[O:15])[CH3:13])=[O:10])[C:2]1[CH:7]=[CH:6][CH:5]=[CH:4][CH:3]=1.[CH3:18][NH:19][CH3:20], predict the reaction product.